This data is from Forward reaction prediction with 1.9M reactions from USPTO patents (1976-2016). The task is: Predict the product of the given reaction. (1) The product is: [CH3:17][O:18][C:19](=[O:25])[C@@H:20]1[CH2:24][CH2:23][CH2:22][N:21]1[C:13](=[O:15])[C@H:11]([CH3:12])[NH:10][C:8](=[O:9])[CH2:7][C:1]1[CH:2]=[CH:3][CH:4]=[CH:5][CH:6]=1. Given the reactants [C:1]1([CH2:7][C:8]([NH:10][C@H:11]([C:13]([OH:15])=O)[CH3:12])=[O:9])[CH:6]=[CH:5][CH:4]=[CH:3][CH:2]=1.Cl.[CH3:17][O:18][C:19](=[O:25])[C@@H:20]1[CH2:24][CH2:23][CH2:22][NH:21]1, predict the reaction product. (2) Given the reactants C[O:2][C:3](=[O:23])[CH:4]([C:11]1[CH:16]=[CH:15][C:14]([C:17]#[C:18][CH2:19][N:20]([CH3:22])[CH3:21])=[CH:13][CH:12]=1)[CH2:5][CH:6]1[CH2:10][CH2:9][CH2:8][CH2:7]1.[OH-].[Li+], predict the reaction product. The product is: [CH:6]1([CH2:5][CH:4]([C:11]2[CH:16]=[CH:15][C:14]([C:17]#[C:18][CH2:19][N:20]([CH3:22])[CH3:21])=[CH:13][CH:12]=2)[C:3]([OH:23])=[O:2])[CH2:10][CH2:9][CH2:8][CH2:7]1. (3) Given the reactants [CH3:1][O:2][C:3]1[C:8]([C:9]([O:11][CH2:12][CH3:13])=[O:10])=[C:7]([CH3:14])[N:6]=[C:5]([C:15]2[CH:16]=[N:17][C:18]([O:23][CH3:24])=[C:19]([O:21][CH3:22])[CH:20]=2)[CH:4]=1.C1C(=O)N([Br:32])C(=O)C1.C(OOC(=O)C1C=CC=CC=1)(=O)C1C=CC=CC=1.C(=O)([O-])[O-].[K+].[K+], predict the reaction product. The product is: [Br:32][CH2:14][C:7]1[N:6]=[C:5]([C:15]2[CH:16]=[N:17][C:18]([O:23][CH3:24])=[C:19]([O:21][CH3:22])[CH:20]=2)[CH:4]=[C:3]([O:2][CH3:1])[C:8]=1[C:9]([O:11][CH2:12][CH3:13])=[O:10]. (4) The product is: [C:1]([O:5][C:6]([N:8]1[CH2:13][CH2:12][C:11]([C:16]2[CH:17]=[CH:18][C:19]([Cl:22])=[CH:20][CH:21]=2)([O:14][CH3:15])[C:10]([OH:23])([CH3:24])[CH2:9]1)=[O:7])([CH3:4])([CH3:2])[CH3:3]. Given the reactants [C:1]([O:5][C:6]([N:8]1[CH2:13][CH2:12][C:11]([C:16]2[CH:21]=[CH:20][C:19]([Cl:22])=[CH:18][CH:17]=2)([O:14][CH3:15])[C:10](=[O:23])[CH2:9]1)=[O:7])([CH3:4])([CH3:3])[CH3:2].[CH3:24][Mg]Br, predict the reaction product. (5) Given the reactants [CH3:1][C:2]1[C:10]2[C:5](=[CH:6][C:7]([O:11][CH2:12][C:13]3[S:17][C:16]([C:18]4[CH:23]=[CH:22][C:21]([C:24]([F:27])([F:26])[F:25])=[CH:20][CH:19]=4)=[N:15][C:14]=3[CH3:28])=[CH:8][CH:9]=2)[NH:4][CH:3]=1.Br[CH2:30][C:31]([O:33][C:34]([CH3:37])([CH3:36])[CH3:35])=[O:32].[H-].[Na+], predict the reaction product. The product is: [C:34]([O:33][C:31](=[O:32])[CH2:30][N:4]1[C:5]2[C:10](=[CH:9][CH:8]=[C:7]([O:11][CH2:12][C:13]3[S:17][C:16]([C:18]4[CH:19]=[CH:20][C:21]([C:24]([F:25])([F:27])[F:26])=[CH:22][CH:23]=4)=[N:15][C:14]=3[CH3:28])[CH:6]=2)[C:2]([CH3:1])=[CH:3]1)([CH3:37])([CH3:36])[CH3:35]. (6) Given the reactants [Cl:1][C:2]1[CH:19]=[C:18]([OH:20])[CH:17]=[C:16]([Cl:21])[C:3]=1[CH2:4][N:5]1[CH2:9][CH2:8][C:7]2([CH2:14][CH2:13][CH2:12][CH2:11][CH2:10]2)[C:6]1=[O:15].N1C=CC=CC=1.[F:28][C:29]([F:42])([F:41])[S:30](O[S:30]([C:29]([F:42])([F:41])[F:28])(=[O:32])=[O:31])(=[O:32])=[O:31], predict the reaction product. The product is: [Cl:1][C:2]1[CH:19]=[C:18]([O:20][S:30]([C:29]([F:42])([F:41])[F:28])(=[O:32])=[O:31])[CH:17]=[C:16]([Cl:21])[C:3]=1[CH2:4][N:5]1[CH2:9][CH2:8][C:7]2([CH2:10][CH2:11][CH2:12][CH2:13][CH2:14]2)[C:6]1=[O:15]. (7) The product is: [Br:1][C:2]1[C:3]([O:12][CH3:13])=[C:4]([C:8]([F:11])=[CH:9][CH:10]=1)[C:5]#[N:7]. Given the reactants [Br:1][C:2]1[C:3]([O:12][CH3:13])=[C:4]([C:8]([F:11])=[CH:9][CH:10]=1)[C:5]([NH2:7])=O.ClC1N=C(Cl)N=C(Cl)N=1, predict the reaction product. (8) Given the reactants [Br:1][C:2]1[CH:7]=[CH:6][C:5]([C:8]2([O:13][CH2:14][C:15]([OH:17])=[O:16])[CH2:12][CH2:11][CH2:10][CH2:9]2)=[CH:4][CH:3]=1.[C:18](=O)([O-])[O-].[K+].[K+], predict the reaction product. The product is: [Br:1][C:2]1[CH:3]=[CH:4][C:5]([C:8]2([O:13][CH2:14][C:15]([O:17][CH3:18])=[O:16])[CH2:9][CH2:10][CH2:11][CH2:12]2)=[CH:6][CH:7]=1. (9) Given the reactants [CH3:1][O:2][CH2:3][C@@H:4]1[C@H:6](/[CH:7]=[CH:8]/[C:9](/[CH3:16])=[CH:10]/[C:11]([O:13][CH2:14][CH3:15])=[O:12])[C@@:5]1([CH3:31])[C:17]1[CH:26]=[CH:25][C:24]2[C:23]([CH3:28])([CH3:27])[CH2:22][CH2:21][C:20]([CH3:30])([CH3:29])[C:19]=2[CH:18]=1.[CH2:32](OC[C@@H]1[C@H](C=O)[C@]1(C)C1C=CC2C(C)(C)CCC(C)(C)C=2C=1)C, predict the reaction product. The product is: [CH2:1]([O:2][CH2:3][C@@H:4]1[C@H:6](/[CH:7]=[CH:8]/[C:9](/[CH3:16])=[CH:10]/[C:11]([O:13][CH2:14][CH3:15])=[O:12])[C@@:5]1([CH3:31])[C:17]1[CH:26]=[CH:25][C:24]2[C:23]([CH3:28])([CH3:27])[CH2:22][CH2:21][C:20]([CH3:30])([CH3:29])[C:19]=2[CH:18]=1)[CH3:32]. (10) Given the reactants [NH2:1][C:2]1[CH:7]=[CH:6][CH:5]=[CH:4][CH:3]=1.[H-].[Na+].[CH2:10]([O:17][C:18]1[CH:23]=[CH:22][C:21]([N+:24]([O-:26])=[O:25])=[C:20](F)[CH:19]=1)[C:11]1[CH:16]=[CH:15][CH:14]=[CH:13][CH:12]=1, predict the reaction product. The product is: [CH2:10]([O:17][C:18]1[CH:23]=[CH:22][C:21]([N+:24]([O-:26])=[O:25])=[C:20]([CH:19]=1)[NH:1][C:2]1[CH:7]=[CH:6][CH:5]=[CH:4][CH:3]=1)[C:11]1[CH:16]=[CH:15][CH:14]=[CH:13][CH:12]=1.